Dataset: Reaction yield outcomes from USPTO patents with 853,638 reactions. Task: Predict the reaction yield, written as a fraction of the theoretical maximum amount of product (1.0 means a 100% yield; for example, 0.34 means a 34% yield). (1) The reactants are [Cl:1][C:2]1[N:3]=[C:4]([C:9]([OH:11])=O)[NH:5][C:6]=1[CH2:7][CH3:8].S(Cl)(Cl)=O.[NH2:16][C:17]1[CH:37]=[CH:36][C:20]2[N:21]([CH2:25][C:26]3[CH:27]=[C:28]([CH:33]=[CH:34][CH:35]=3)[C:29]([O:31][CH3:32])=[O:30])[CH2:22][CH2:23][O:24][C:19]=2[CH:18]=1. The catalyst is N1C=CC=CC=1. The product is [Cl:1][C:2]1[N:3]=[C:4]([C:9]([NH:16][C:17]2[CH:37]=[CH:36][C:20]3[N:21]([CH2:25][C:26]4[CH:27]=[C:28]([CH:33]=[CH:34][CH:35]=4)[C:29]([O:31][CH3:32])=[O:30])[CH2:22][CH2:23][O:24][C:19]=3[CH:18]=2)=[O:11])[NH:5][C:6]=1[CH2:7][CH3:8]. The yield is 0.660. (2) The reactants are [CH3:1][O:2][C:3]1[CH:8]=[CH:7][C:6]([N+:9]([O-:11])=[O:10])=[CH:5][C:4]=1[OH:12].I[CH2:14][CH3:15].C(=O)([O-])[O-].[K+].[K+]. The catalyst is CC(C)=O. The product is [CH2:14]([O:12][C:4]1[CH:5]=[C:6]([N+:9]([O-:11])=[O:10])[CH:7]=[CH:8][C:3]=1[O:2][CH3:1])[CH3:15]. The yield is 0.990. (3) The reactants are [F:1][C:2]1[CH:7]=[CH:6][C:5]([N:8]([CH2:12][C:13]2[S:17][C:16]([C:18]3[CH:25]=[CH:24][C:21]([CH:22]=O)=[CH:20][CH:19]=3)=[CH:15][CH:14]=2)[CH:9]([CH3:11])[CH3:10])=[CH:4][CH:3]=1.Cl.[NH:27]([CH2:29][C:30]([OH:32])=[O:31])[CH3:28].[CH3:33]CN(C(C)C)C(C)C.[BH-](OC(C)=O)(OC(C)=O)OC(C)=O.[Na+]. The catalyst is ClCCCl.CC(O)=O.C(Cl)Cl. The product is [CH3:33][O:31][C:30](=[O:32])[CH2:29][N:27]([CH2:22][C:21]1[CH:24]=[CH:25][C:18]([C:16]2[S:17][C:13]([CH2:12][N:8]([C:5]3[CH:6]=[CH:7][C:2]([F:1])=[CH:3][CH:4]=3)[CH:9]([CH3:11])[CH3:10])=[CH:14][CH:15]=2)=[CH:19][CH:20]=1)[CH3:28]. The yield is 1.00. (4) The reactants are [C:1]1([C:20]2[CH:25]=[CH:24][CH:23]=[CH:22][CH:21]=2)[CH:6]=[CH:5][C:4]([N:7]2[C:19]3[CH:18]=[CH:17][CH:16]=[CH:15][C:14]=3[C:13]3[C:8]2=[CH:9][CH:10]=[CH:11][CH:12]=3)=[CH:3][CH:2]=1.[I:26]N1C(=O)CCC1=O.CC(C)=O.CCCCCC. The catalyst is C(O)(=O)C.C1(C)C=CC=CC=1.C(OCC)(=O)C. The product is [I:26][C:16]1[CH:17]=[CH:18][C:19]2[N:7]([C:4]3[CH:5]=[CH:6][C:1]([C:20]4[CH:21]=[CH:22][CH:23]=[CH:24][CH:25]=4)=[CH:2][CH:3]=3)[C:8]3[C:13]([C:14]=2[CH:15]=1)=[CH:12][CH:11]=[CH:10][CH:9]=3. The yield is 0.980. (5) The reactants are I[C:2]1[CH:3]=[C:4]2[C:8](=[CH:9][CH:10]=1)[N:7]([C:11]([NH:13][CH2:14][CH2:15][C:16]([O:18][CH2:19][CH3:20])=[O:17])=[O:12])[CH2:6][CH2:5]2.[CH:21]#[C:22][CH2:23][CH2:24][CH2:25][CH2:26][CH2:27][CH3:28]. The catalyst is [Cu]I. The product is [C:21]([C:2]1[CH:3]=[C:4]2[C:8](=[CH:9][CH:10]=1)[N:7]([C:11]([NH:13][CH2:14][CH2:15][C:16]([O:18][CH2:19][CH3:20])=[O:17])=[O:12])[CH2:6][CH2:5]2)#[C:22][CH2:23][CH2:24][CH2:25][CH2:26][CH2:27][CH3:28]. The yield is 0.650.